Task: Predict the reactants needed to synthesize the given product.. Dataset: Full USPTO retrosynthesis dataset with 1.9M reactions from patents (1976-2016) (1) The reactants are: [CH2:1](OC1N=C(O)C2C(=CC=C(I)C=2)N=1)[CH3:2].C1C=CC(P(C2C=CC=CC=2)C2C=CC=CC=2)=CC=1.CCOC(/N=N/C(OCC)=O)=O.[CH2:47]([O:49][C:50]1[N:59]=[C:58]([O:60][C@H:61]2[CH2:65][N:64]([C:66]([O:68][C:69]([CH3:72])([CH3:71])[CH3:70])=[O:67])[C@H:63]([C:73]([O:75][CH3:76])=[O:74])[CH2:62]2)[C:57]2[C:52](=[CH:53][CH:54]=[C:55](I)[CH:56]=2)[N:51]=1)[CH3:48].C([B-](F)(F)F)=C.[K+]. Given the product [CH2:47]([O:49][C:50]1[N:59]=[C:58]([O:60][C@H:61]2[CH2:65][N:64]([C:66]([O:68][C:69]([CH3:72])([CH3:71])[CH3:70])=[O:67])[C@H:63]([C:73]([O:75][CH3:76])=[O:74])[CH2:62]2)[C:57]2[C:52](=[CH:53][CH:54]=[C:55]([CH:1]=[CH2:2])[CH:56]=2)[N:51]=1)[CH3:48], predict the reactants needed to synthesize it. (2) Given the product [CH3:13][N:12]1[C:11]2[CH:10]=[CH:9][C:4]([C:5]([O:7][CH3:8])=[O:6])=[CH:3][C:2]=2[N:1]=[CH:14]1, predict the reactants needed to synthesize it. The reactants are: [NH2:1][C:2]1[CH:3]=[C:4]([CH:9]=[CH:10][C:11]=1[NH:12][CH3:13])[C:5]([O:7][CH3:8])=[O:6].[CH:14](OC)(OC)OC.